The task is: Predict the product of the given reaction.. This data is from Forward reaction prediction with 1.9M reactions from USPTO patents (1976-2016). (1) Given the reactants [N+:1]([CH3:4])([O-:3])=[O:2].N12CCCN=C1CCCCC2.[C:16]([O:23][CH3:24])(=[O:22])/[CH:17]=[CH:18]/[CH2:19][CH2:20][CH3:21].Cl, predict the reaction product. The product is: [N+:1]([CH2:4][CH:18]([CH2:19][CH2:20][CH3:21])[CH2:17][C:16]([O:23][CH3:24])=[O:22])([O-:3])=[O:2]. (2) Given the reactants BrC1C=CC2OC3C(=O)NC(C4CCN(C(OC(C)(C)C)=O)CC4)=NC=3C=2C=1.[C:29]([C:32]1[O:33][C:34]2[CH:57]=[CH:56][C:55]([Cl:58])=[CH:54][C:35]=2[C:36]=1[NH:37][C:38]([C@H:40]1[CH2:44][C:43]([F:46])([F:45])[CH2:42][N:41]1[C:47]([O:49][C:50]([CH3:53])([CH3:52])[CH3:51])=[O:48])=O)(=[O:31])[NH2:30].BrC1C=CC2OC(C(=O)N)=C(NC(C3CCN(C(OC(C)(C)C)=O)CC3)=O)C=2C=1, predict the reaction product. The product is: [Cl:58][C:55]1[CH:56]=[CH:57][C:34]2[O:33][C:32]3[C:29](=[O:31])[NH:30][C:38]([C@H:40]4[CH2:44][C:43]([F:46])([F:45])[CH2:42][N:41]4[C:47]([O:49][C:50]([CH3:52])([CH3:53])[CH3:51])=[O:48])=[N:37][C:36]=3[C:35]=2[CH:54]=1. (3) Given the reactants [C:1]([O:5][C:6]([NH:8][C:9]1[CH:17]=[CH:16][CH:15]=[C:14]2[C:10]=1[CH:11]=[N:12][N:13]2[C:18]([C:25]1[CH:30]=[CH:29][C:28]([C:31]([F:34])([F:33])[F:32])=[CH:27][CH:26]=1)([CH2:23][CH3:24])[C:19]([O:21]C)=O)=[O:7])([CH3:4])([CH3:3])[CH3:2].[CH2:35]([Li])[CH3:36], predict the reaction product. The product is: [O:21]=[C:19]([CH2:35][CH3:36])[C:18]([N:13]1[C:14]2[C:10](=[C:9]([NH:8][C:6](=[O:7])[O:5][C:1]([CH3:2])([CH3:4])[CH3:3])[CH:17]=[CH:16][CH:15]=2)[CH:11]=[N:12]1)([C:25]1[CH:26]=[CH:27][C:28]([C:31]([F:34])([F:32])[F:33])=[CH:29][CH:30]=1)[CH2:23][CH3:24]. (4) Given the reactants O1CCCC1.C(OC([N:13]([CH2:48][C:49]([O:51]C(C)(C)C)=[O:50])[C:14]1[CH:19]=[CH:18][CH:17]=[C:16]([CH:20]([CH2:31][C:32]2[CH:37]=[CH:36][C:35]([C:38]([CH3:47])([CH3:46])[CH2:39][CH2:40][CH2:41][C:42]([F:45])([F:44])[F:43])=[CH:34][CH:33]=2)[NH:21][S:22]([C:25]2[CH:30]=[CH:29][CH:28]=[CH:27][N:26]=2)(=[O:24])=[O:23])[N:15]=1)=O)(C)(C)C.Cl, predict the reaction product. The product is: [F:45][C:42]([F:43])([F:44])[CH2:41][CH2:40][CH2:39][C:38]([C:35]1[CH:34]=[CH:33][C:32]([CH2:31][CH:20]([NH:21][S:22]([C:25]2[CH:30]=[CH:29][CH:28]=[CH:27][N:26]=2)(=[O:24])=[O:23])[C:16]2[N:15]=[C:14]([NH:13][CH2:48][C:49]([OH:51])=[O:50])[CH:19]=[CH:18][CH:17]=2)=[CH:37][CH:36]=1)([CH3:47])[CH3:46].